Dataset: Reaction yield outcomes from USPTO patents with 853,638 reactions. Task: Predict the reaction yield, written as a fraction of the theoretical maximum amount of product (1.0 means a 100% yield; for example, 0.34 means a 34% yield). (1) The reactants are [F:1][C:2]1[CH:3]=[C:4]([C:8]2[S:9][C:10]([NH:13][C:14](=[O:20])[O:15][C:16]([CH3:19])([CH3:18])[CH3:17])=[CH:11][N:12]=2)[CH:5]=[N:6][CH:7]=1.[I:21]N1C(=O)CCC1=O. The catalyst is C(#N)C.C(OCC)(=O)C.O. The product is [F:1][C:2]1[CH:3]=[C:4]([C:8]2[S:9][C:10]([NH:13][C:14](=[O:20])[O:15][C:16]([CH3:17])([CH3:19])[CH3:18])=[C:11]([I:21])[N:12]=2)[CH:5]=[N:6][CH:7]=1. The yield is 0.840. (2) The catalyst is CCOC(C)=O.[Pd]. The product is [N:12]1[CH:13]=[CH:14][CH:15]=[CH:16][C:11]=1[C:7]1[CH:8]=[CH:9][CH:10]=[C:4]([NH2:1])[C:5]=1[NH2:6]. The yield is 0.890. The reactants are [N+:1]([C:4]1[CH:10]=[CH:9][CH:8]=[C:7]([C:11]2[CH:16]=[CH:15][CH:14]=[CH:13][N:12]=2)[C:5]=1[NH2:6])([O-])=O. (3) The reactants are CCN(C(C)C)C(C)C.[F:10][C:11]([F:28])([F:27])[O:12][C:13]1[CH:14]=[CH:15][CH:16]=[C:17]2[C:22]=1[O:21][C:20](=[O:23])[C:19]([C:24]([OH:26])=O)=[CH:18]2.CN(C(ON1N=NC2C=CC=NC1=2)=[N+](C)C)C.F[P-](F)(F)(F)(F)F.[NH2:53][C:54]1[CH:55]=[C:56]([C:60]2[CH:65]=[CH:64][CH:63]=[CH:62][C:61]=2[NH:66][C:67](=[O:69])[CH3:68])[CH:57]=[CH:58][CH:59]=1. The catalyst is CN(C=O)C. The product is [C:67]([NH:66][C:61]1[CH:62]=[CH:63][CH:64]=[CH:65][C:60]=1[C:56]1[CH:57]=[CH:58][CH:59]=[C:54]([NH:53][C:24]([C:19]2[C:20](=[O:23])[O:21][C:22]3[C:17]([CH:18]=2)=[CH:16][CH:15]=[CH:14][C:13]=3[O:12][C:11]([F:10])([F:28])[F:27])=[O:26])[CH:55]=1)(=[O:69])[CH3:68]. The yield is 0.260. (4) The reactants are [OH:1][C:2]1[CH:3]=[C:4]([S:8][CH2:9][CH2:10][CH2:11][C:12](O)=O)[CH:5]=[CH:6][CH:7]=1.SC1C=C(O)C=CC=1.C(=O)([O-])[O-].[K+].[K+].BrCCCC[CH2:34][CH2:35][CH2:36][C:37]([O:39]CC)=[O:38].[OH-].[Na+]. The catalyst is O.C(O)C. The product is [OH:1][C:2]1[CH:3]=[C:4]([S:8][CH2:9][CH2:10][CH2:11][CH2:12][CH2:34][CH2:35][CH2:36][C:37]([OH:39])=[O:38])[CH:5]=[CH:6][CH:7]=1. The yield is 0.840. (5) The reactants are [F:1][C:2]1[CH:10]=[C:9]([F:11])[CH:8]=[CH:7][C:3]=1[C:4](Cl)=[O:5].[Br:12][C:13]1[CH:14]=[C:15]([NH2:20])[C:16]([Cl:19])=[N:17][CH:18]=1. The catalyst is C(Cl)(Cl)Cl. The product is [Br:12][C:13]1[CH:14]=[C:15]([NH:20][C:4](=[O:5])[C:3]2[CH:7]=[CH:8][C:9]([F:11])=[CH:10][C:2]=2[F:1])[C:16]([Cl:19])=[N:17][CH:18]=1. The yield is 0.340. (6) The reactants are Br[C:2]1[CH:7]=[CH:6][CH:5]=[C:4]([CH2:8][CH2:9][O:10][Si](C(C)(C)C)(C)C)[CH:3]=1.[CH3:18][NH:19][C:20]1[CH:25]=[CH:24][CH:23]=[CH:22][CH:21]=1.CC1(C)C2C(=C(P(C3C=CC=CC=3)C3C=CC=CC=3)C=CC=2)OC2C(P(C3C=CC=CC=3)C3C=CC=CC=3)=CC=CC1=2.CC([O-])(C)C.[Na+]. The catalyst is C1(C)C=CC=CC=1.CCOC(C)=O.C1C=CC(/C=C/C(/C=C/C2C=CC=CC=2)=O)=CC=1.C1C=CC(/C=C/C(/C=C/C2C=CC=CC=2)=O)=CC=1.C1C=CC(/C=C/C(/C=C/C2C=CC=CC=2)=O)=CC=1.[Pd].[Pd]. The product is [CH3:18][N:19]([C:20]1[CH:25]=[CH:24][CH:23]=[CH:22][CH:21]=1)[C:2]1[CH:3]=[C:4]([CH2:8][CH2:9][OH:10])[CH:5]=[CH:6][CH:7]=1. The yield is 0.720. (7) The reactants are N1N2C=CC=NC2=C(C(O)=O)C=1.NC1C=C(Cl)C=CC=1O.[Cl:22][C:23]1[CH:28]=[CH:27][C:26]([O:29]C(C2C=NN3C=CC=NC=23)=O)=[C:25]([NH:41][C:42]([C:44]2[CH:45]=[N:46][N:47]3[CH:52]=[CH:51][CH:50]=[N:49][C:48]=23)=[O:43])[CH:24]=1. The catalyst is S(Cl)(Cl)=O. The product is [Cl:22][C:23]1[CH:28]=[CH:27][C:26]([OH:29])=[C:25]([NH:41][C:42]([C:44]2[CH:45]=[N:46][N:47]3[CH:52]=[CH:51][CH:50]=[N:49][C:48]=23)=[O:43])[CH:24]=1. The yield is 0.670. (8) The reactants are [N:1]1([S:7]([NH2:10])(=[O:9])=[O:8])[CH2:6][CH2:5][CH2:4][CH2:3][CH2:2]1.C([O-])=O.[NH4+].C(=O)([O-])[O-].[K+].[K+].Cl[C:22]1[N:27]=[C:26](C(F)(F)F)[CH:25]=[CH:24][N:23]=1. The catalyst is CO.CN(C)C=O. The product is [N:23]1[CH:24]=[CH:25][CH:26]=[N:27][C:22]=1[NH:10][S:7]([N:1]1[CH2:6][CH2:5][CH2:4][CH2:3][CH2:2]1)(=[O:9])=[O:8]. The yield is 0.760. (9) The product is [CH3:31][C:21]1[CH:26]=[CH:25][C:24]([S:27]([O:1][CH2:2][CH2:3][CH2:4][NH:5][C:6]2[CH:13]=[CH:12][C:9]([C:10]#[N:11])=[CH:8][CH:7]=2)(=[O:29])=[O:28])=[CH:23][CH:22]=1. The yield is 0.770. The reactants are [OH:1][CH2:2][CH2:3][CH2:4][NH:5][C:6]1[CH:13]=[CH:12][C:9]([C:10]#[N:11])=[CH:8][CH:7]=1.C(N(CC)CC)C.[C:21]1([CH3:31])[CH:26]=[CH:25][C:24]([S:27](Cl)(=[O:29])=[O:28])=[CH:23][CH:22]=1. The catalyst is CC#N. (10) The reactants are [O:1]=[C:2]1[C:6]2([CH2:11][CH2:10][N:9]([C:12]([O:14][C:15]([CH3:18])([CH3:17])[CH3:16])=[O:13])[CH2:8][CH2:7]2)[O:5][C:4]([C:19]2[CH:24]=[CH:23][N:22]=[CH:21][CH:20]=2)=[CH:3]1.[Br:25]NC(=O)CCC(N)=O.C1C(=O)N(Br)C(=O)C1. The catalyst is C(Cl)(Cl)Cl. The product is [Br:25][C:3]1[C:2](=[O:1])[C:6]2([CH2:11][CH2:10][N:9]([C:12]([O:14][C:15]([CH3:18])([CH3:17])[CH3:16])=[O:13])[CH2:8][CH2:7]2)[O:5][C:4]=1[C:19]1[CH:24]=[CH:23][N:22]=[CH:21][CH:20]=1. The yield is 0.820.